From a dataset of Catalyst prediction with 721,799 reactions and 888 catalyst types from USPTO. Predict which catalyst facilitates the given reaction. (1) Reactant: [OH:1][C:2]1[C:11]2[C:6](=[CH:7][CH:8]=[CH:9][CH:10]=2)[N:5]=[CH:4][CH:3]=1.C(O)(=O)CC.[N+:17]([O-])([OH:19])=[O:18]. Product: [N+:17]([C:3]1[CH:4]=[N:5][C:6]2[C:11]([C:2]=1[OH:1])=[CH:10][CH:9]=[CH:8][CH:7]=2)([O-:19])=[O:18]. The catalyst class is: 8. (2) The catalyst class is: 22. Reactant: [C:1]1([N:7]2[C:11]([NH2:12])=[C:10]3[CH2:13][CH2:14][CH2:15][C:9]3=[N:8]2)[CH:6]=[CH:5][CH:4]=[CH:3][CH:2]=1.N1([C:21](N2C=CN=C2)=[S:22])C=CN=C1.CCN(C(C)C)C(C)C.[CH3:37][O:38][CH2:39][CH2:40][N:41]1[CH2:45][C@@H:44]([C:46]2[CH:51]=[CH:50][CH:49]=[CH:48][CH:47]=2)[C@H:43]([NH2:52])[CH2:42]1. Product: [CH3:37][O:38][CH2:39][CH2:40][N:41]1[CH2:45][C@@H:44]([C:46]2[CH:51]=[CH:50][CH:49]=[CH:48][CH:47]=2)[C@H:43]([NH:52][C:21]([NH:12][C:11]2[N:7]([C:1]3[CH:2]=[CH:3][CH:4]=[CH:5][CH:6]=3)[N:8]=[C:9]3[CH2:15][CH2:14][CH2:13][C:10]=23)=[S:22])[CH2:42]1. (3) Reactant: [CH3:1][NH:2][C:3]([C:5]1[S:6][C:7]([CH3:11])=[C:8]([CH3:10])[CH:9]=1)=[O:4].C([Li])(C)(C)C.[C:17](Cl)(=[O:24])[C:18]1[CH:23]=[CH:22][CH:21]=[CH:20][CH:19]=1. Product: [CH3:1][NH:2][C:3]([C:5]1[S:6][C:7]([CH3:11])=[C:8]([CH3:10])[C:9]=1[C:17](=[O:24])[C:18]1[CH:23]=[CH:22][CH:21]=[CH:20][CH:19]=1)=[O:4]. The catalyst class is: 1. (4) Reactant: [CH3:1][N:2]1[C:6]([CH3:7])=[CH:5][C:4]([C:8]([CH:10]2[CH2:16][CH2:15][CH2:14][C:13]3[CH:17]=[C:18]([N:22]4[CH2:26][C@H:25]([CH2:27][NH:28][C:29]([C:31]5[CH:35]=[C:34]([CH3:36])[N:33]([CH3:37])[N:32]=5)=[O:30])[O:24][C:23]4=[O:38])[CH:19]=[C:20]([F:21])[C:12]=3[C:11]2=O)=O)=[N:3]1.O.[NH2:41][NH2:42]. Product: [CH3:1][N:2]1[C:6]([CH3:7])=[CH:5][C:4]([C:8]2[C:10]3[CH2:16][CH2:15][CH2:14][C:13]4[CH:17]=[C:18]([N:22]5[CH2:26][C@H:25]([CH2:27][NH:28][C:29]([C:31]6[CH:35]=[C:34]([CH3:36])[N:33]([CH3:37])[N:32]=6)=[O:30])[O:24][C:23]5=[O:38])[CH:19]=[C:20]([F:21])[C:12]=4[C:11]=3[NH:42][N:41]=2)=[N:3]1. The catalyst class is: 8. (5) Reactant: [I:1][C:2]1[C:3]([C:7]2[CH:12]=[CH:11][CH:10]=[C:9]([N+:13]([O-:15])=[O:14])[CH:8]=2)=[N:4][NH:5][CH:6]=1.C(=O)([O-])[O-].[Cs+].[Cs+].[CH3:22][O:23][C:24]1[CH:31]=[CH:30][C:27]([CH2:28]Cl)=[CH:26][CH:25]=1.O. Product: [I:1][C:2]1[C:3]([C:7]2[CH:12]=[CH:11][CH:10]=[C:9]([N+:13]([O-:15])=[O:14])[CH:8]=2)=[N:4][N:5]([CH2:28][C:27]2[CH:30]=[CH:31][C:24]([O:23][CH3:22])=[CH:25][CH:26]=2)[CH:6]=1. The catalyst class is: 9. (6) Reactant: [Cl:1][C:2]1[C:7]([F:8])=[C:6]([NH:9][NH2:10])[N:5]=[C:4]([S:11][CH3:12])[N:3]=1.[CH:13]1([CH2:18][C@H:19]([CH2:23][N:24]([CH:32]=[O:33])[O:25][CH:26]2[CH2:31][CH2:30][CH2:29][CH2:28][O:27]2)[C:20](O)=[O:21])[CH2:17][CH2:16][CH2:15][CH2:14]1.C1C=NC2N(O)N=NC=2C=1.CCN=C=NCCCN(C)C.CN1CCOCC1. Product: [Cl:1][C:2]1[N:3]=[C:4]([S:11][CH3:12])[N:5]=[C:6]([NH:9][NH:10][C:20](=[O:21])[C@H:19]([CH2:18][CH:13]2[CH2:14][CH2:15][CH2:16][CH2:17]2)[CH2:23][N:24]([O:25][CH:26]2[CH2:31][CH2:30][CH2:29][CH2:28][O:27]2)[CH:32]=[O:33])[C:7]=1[F:8]. The catalyst class is: 3. (7) Reactant: [N:1]1[CH:6]=[CH:5][C:4]([C:7]([OH:9])=O)=[N:3][CH:2]=1.F[P-](F)(F)(F)(F)F.ClC(=[N+]1CCCC1)N1CCCC1.C(N(C(C)C)CC)(C)C.[CH2:38]([S:45]([N:48]1[CH:52]=[CH:51][C:50]([NH2:53])=[CH:49]1)(=[O:47])=[O:46])[C:39]1[CH:44]=[CH:43][CH:42]=[CH:41][CH:40]=1. Product: [CH2:38]([S:45]([N:48]1[CH:52]=[CH:51][C:50]([NH:53][C:7]([C:4]2[CH:5]=[CH:6][N:1]=[CH:2][N:3]=2)=[O:9])=[CH:49]1)(=[O:47])=[O:46])[C:39]1[CH:44]=[CH:43][CH:42]=[CH:41][CH:40]=1. The catalyst class is: 26.